From a dataset of Full USPTO retrosynthesis dataset with 1.9M reactions from patents (1976-2016). Predict the reactants needed to synthesize the given product. (1) Given the product [NH2:32][C:29]1[N:30]=[CH:31][C:26]([C:2]2[N:3]=[C:4]([N:12]3[CH2:17][CH2:16][O:15][CH2:14][CH2:13]3)[C:5]3[S:10][C:9]([C:26]4[CH:27]=[CH:28][C:29]([NH2:32])=[N:30][CH:31]=4)=[CH:8][C:6]=3[N:7]=2)=[CH:27][CH:28]=1, predict the reactants needed to synthesize it. The reactants are: Cl[C:2]1[N:3]=[C:4]([N:12]2[CH2:17][CH2:16][O:15][CH2:14][CH2:13]2)[C:5]2[S:10][C:9](I)=[CH:8][C:6]=2[N:7]=1.CC1(C)C(C)(C)OB([C:26]2[CH:27]=[CH:28][C:29]([NH2:32])=[N:30][CH:31]=2)O1. (2) Given the product [OH:10][C:9]1[CH:8]=[C:7]([CH3:11])[NH:6][C:5](=[O:12])[C:4]=1[C:1](=[O:3])[CH:2]=[CH:25][C:24]1[CH:27]=[CH:28][CH:29]=[C:22]([O:21][CH2:20][CH2:19][N:16]2[CH2:17][CH2:18][O:13][CH2:14][CH2:15]2)[CH:23]=1, predict the reactants needed to synthesize it. The reactants are: [C:1]([C:4]1[C:5](=[O:12])[NH:6][C:7]([CH3:11])=[CH:8][C:9]=1[OH:10])(=[O:3])[CH3:2].[O:13]1[CH2:18][CH2:17][N:16]([CH2:19][CH2:20][O:21][C:22]2[CH:23]=[C:24]([CH:27]=[CH:28][CH:29]=2)[CH:25]=O)[CH2:15][CH2:14]1. (3) Given the product [Cl:2][C:3]1[CH:12]=[C:11]([CH3:13])[C:10]2[CH2:9][N:8]([C:19](=[O:20])[CH2:18][C:17]([CH:14]3[CH2:16][CH2:15]3)=[O:23])[CH2:7][CH2:6][C:5]=2[N:4]=1, predict the reactants needed to synthesize it. The reactants are: Cl.[Cl:2][C:3]1[CH:12]=[C:11]([CH3:13])[C:10]2[CH2:9][NH:8][CH2:7][CH2:6][C:5]=2[N:4]=1.[CH:14]1([C:17](=[O:23])[CH2:18][C:19](OC)=[O:20])[CH2:16][CH2:15]1.N1(C2C=CN=CC=2)CCCC1.CCN(C(C)C)C(C)C. (4) The reactants are: Cl.Cl.[NH:3]([CH:5]1[CH2:10][CH2:9][N:8]([CH2:11][C:12]2[CH:17]=[CH:16][CH:15]=[CH:14][CH:13]=2)[CH2:7][CH2:6]1)[NH2:4].O=[C:19]1[CH2:25][CH2:24][N:23]([C:26]([O:28][C:29]([CH3:32])([CH3:31])[CH3:30])=[O:27])[CH2:22][CH2:21][CH:20]1[C:33](OCC)=[O:34].C(N(CC)CC)C. Given the product [O:34]=[C:33]1[CH:20]2[C:19]([CH2:25][CH2:24][N:23]([C:26]([O:28][C:29]([CH3:32])([CH3:31])[CH3:30])=[O:27])[CH2:22][CH2:21]2)=[N:4][N:3]1[CH:5]1[CH2:10][CH2:9][N:8]([CH2:11][C:12]2[CH:17]=[CH:16][CH:15]=[CH:14][CH:13]=2)[CH2:7][CH2:6]1, predict the reactants needed to synthesize it. (5) Given the product [C:1]([C:4]1[N:5]=[C:6]([Cl:38])[C:7]([NH:25][C@@H:26]2[CH2:30][CH2:29][N:28]([C:31]([O:33][C:34]([CH3:35])([CH3:37])[CH3:36])=[O:32])[CH2:27]2)=[N:8][C:9]=1[NH:10][C:11]1[CH:16]=[CH:15][C:14]([N:17]2[CH2:22][CH2:21][CH:20]([N:43]3[CH2:44][CH2:45][N:40]([CH3:39])[CH2:41][CH2:42]3)[CH2:19][CH2:18]2)=[C:13]([CH3:24])[CH:12]=1)(=[O:3])[NH2:2], predict the reactants needed to synthesize it. The reactants are: [C:1]([C:4]1[N:5]=[C:6]([Cl:38])[C:7]([NH:25][C@@H:26]2[CH2:30][CH2:29][N:28]([C:31]([O:33][C:34]([CH3:37])([CH3:36])[CH3:35])=[O:32])[CH2:27]2)=[N:8][C:9]=1[NH:10][C:11]1[CH:16]=[CH:15][C:14]([N:17]2[CH2:22][CH2:21][C:20](=O)[CH2:19][CH2:18]2)=[C:13]([CH3:24])[CH:12]=1)(=[O:3])[NH2:2].[CH3:39][N:40]1[CH2:45][CH2:44][NH:43][CH2:42][CH2:41]1.ClCCCl.C(O[BH-](OC(=O)C)OC(=O)C)(=O)C.[Na+]. (6) The reactants are: [Br:1][C:2]1[C:3]([NH:18][C:19]2[CH:26]=[CH:25][C:22]([C:23]#N)=[CH:21]C=2)=[N:4][C:5](NC2C(C)=CC(C)=CC=2C)=[N:6][CH:7]=1.CCO[CH2:30][CH3:31].Cl.[NH2:33][C:34]1[CH:41]=[CH:40][C:37]([C:38]#[N:39])=[CH:36][CH:35]=1.O1CCOC[CH2:43]1. Given the product [Br:1][C:2]1[C:3]([NH:18][C:19]2[C:26]([CH3:43])=[CH:25][C:22]([CH3:23])=[CH:21][C:30]=2[CH3:31])=[N:4][C:5]([NH:33][C:34]2[CH:41]=[CH:40][C:37]([C:38]#[N:39])=[CH:36][CH:35]=2)=[N:6][CH:7]=1, predict the reactants needed to synthesize it. (7) Given the product [N:30]1[CH:31]=[CH:32][C:27]([CH2:26][CH2:25][C:22]2[CH:21]=[CH:20][C:19]([C:12]3[C:13]4[C:18](=[N:17][CH:16]=[CH:15][CH:14]=4)[N:9]([OH:8])[C:10](=[O:38])[C:11]=3[C:33]([O:35][CH2:36][CH3:37])=[O:34])=[CH:24][CH:23]=2)=[CH:28][CH:29]=1, predict the reactants needed to synthesize it. The reactants are: C([O:8][N:9]1[C:18]2[C:13](=[CH:14][CH:15]=[CH:16][N:17]=2)[C:12]([C:19]2[CH:24]=[CH:23][C:22]([CH2:25][CH2:26][C:27]3[CH:32]=[CH:31][N:30]=[CH:29][CH:28]=3)=[CH:21][CH:20]=2)=[C:11]([C:33]([O:35][CH2:36][CH3:37])=[O:34])[C:10]1=[O:38])C1C=CC=CC=1.Br.CC(O)=O. (8) Given the product [C:17]([C:12](=[C:11]([NH:6][C:5]1[CH:7]=[CH:8][C:2]([F:1])=[CH:3][CH:4]=1)[S:10][CH3:9])[C:13]([O:15][CH3:16])=[O:14])#[N:18], predict the reactants needed to synthesize it. The reactants are: [F:1][C:2]1[CH:8]=[CH:7][C:5]([NH2:6])=[CH:4][CH:3]=1.[CH3:9][S:10][C:11](SC)=[C:12]([C:17]#[N:18])[C:13]([O:15][CH3:16])=[O:14]. (9) Given the product [NH2:33][CH2:32][C:31]([NH:30][CH2:29][C:28]1[CH:27]=[C:26]([CH:44]=[CH:43][CH:42]=1)[CH2:25][N:21]1[C:22]([CH3:24])=[CH:23][C:18]([O:17][CH2:16][C:15]2[CH:47]=[CH:48][CH:49]=[CH:50][C:14]=2[CH2:13][NH:12][C:11]([NH:10][C:8]2[N:7]([C:52]3[CH:57]=[CH:56][C:55]([OH:58])=[C:54]([Cl:59])[CH:53]=3)[N:6]=[C:5]([C:1]([CH3:2])([CH3:3])[CH3:4])[CH:9]=2)=[O:51])=[C:19]([Cl:46])[C:20]1=[O:45])=[O:41], predict the reactants needed to synthesize it. The reactants are: [C:1]([C:5]1[CH:9]=[C:8]([NH:10][C:11](=[O:51])[NH:12][CH2:13][C:14]2[CH:50]=[CH:49][CH:48]=[CH:47][C:15]=2[CH2:16][O:17][C:18]2[CH:23]=[C:22]([CH3:24])[N:21]([CH2:25][C:26]3[CH:27]=[C:28]([CH:42]=[CH:43][CH:44]=3)[CH2:29][NH:30][C:31](=[O:41])[CH2:32][NH:33]C(=O)OC(C)(C)C)[C:20](=[O:45])[C:19]=2[Cl:46])[N:7]([C:52]2[CH:57]=[CH:56][C:55]([OH:58])=[C:54]([Cl:59])[CH:53]=2)[N:6]=1)([CH3:4])([CH3:3])[CH3:2].O1CCOCC1.Cl.